Predict the reaction yield, written as a fraction of the theoretical maximum amount of product (1.0 means a 100% yield; for example, 0.34 means a 34% yield). From a dataset of Reaction yield outcomes from USPTO patents with 853,638 reactions. (1) The reactants are [CH:1](O)([CH3:3])[CH3:2].[CH3:5][O:6][C:7](=[O:19])[C:8]1[CH:13]=[CH:12][C:11]([O:14][C:15](=[O:17])[CH3:16])=[CH:10][C:9]=1[OH:18].C1C=CC(P(C2C=CC=CC=2)C2C=CC=CC=2)=CC=1.CCOC(/N=N/C(OCC)=O)=O. The catalyst is ClCCl. The product is [CH3:5][O:6][C:7](=[O:19])[C:8]1[CH:13]=[CH:12][C:11]([O:14][C:15](=[O:17])[CH3:16])=[CH:10][C:9]=1[O:18][CH:1]([CH3:3])[CH3:2]. The yield is 0.790. (2) The reactants are C[O:2][C:3](=[O:23])[CH2:4][N:5]1[C:9]([C:10]2[CH:15]=[CH:14][CH:13]=[CH:12][CH:11]=2)=[CH:8][CH:7]=[C:6]1[CH2:16][C:17]1[CH:22]=[CH:21][CH:20]=[CH:19][CH:18]=1.[Li+].[OH-]. The catalyst is C1COCC1. The product is [CH2:16]([C:6]1[N:5]([CH2:4][C:3]([OH:23])=[O:2])[C:9]([C:10]2[CH:11]=[CH:12][CH:13]=[CH:14][CH:15]=2)=[CH:8][CH:7]=1)[C:17]1[CH:18]=[CH:19][CH:20]=[CH:21][CH:22]=1. The yield is 0.960.